This data is from Full USPTO retrosynthesis dataset with 1.9M reactions from patents (1976-2016). The task is: Predict the reactants needed to synthesize the given product. (1) Given the product [Br:11][C:12]1[CH:19]=[CH:18][C:15]([CH2:16][CH2:21][C:22]([OH:29])=[O:23])=[CH:14][C:13]=1[I:20], predict the reactants needed to synthesize it. The reactants are: C(O)=O.C(N(CC)CC)C.[Br:11][C:12]1[CH:19]=[CH:18][C:15]([CH:16]=O)=[CH:14][C:13]=1[I:20].[CH3:21][C:22]1(C)[O:29]C(=O)CC(=O)[O:23]1. (2) Given the product [CH:29]1([C@@H:23]([C:24]2[NH:28][N:27]=[N:26][N:25]=2)[NH:22][C:20]([C:19]2[CH:18]=[CH:17][C:16]([C:35]3[CH:40]=[CH:39][C:38]([O:41][CH3:42])=[CH:37][CH:36]=3)=[CH:15][C:14]=2[NH:13][C:11]([NH:10][C:3]2[C:2]([CH3:1])=[CH:7][C:6]([CH3:8])=[CH:5][C:4]=2[CH3:9])=[O:12])=[O:21])[CH2:34][CH2:33][CH2:32][CH2:31][CH2:30]1, predict the reactants needed to synthesize it. The reactants are: [CH3:1][C:2]1[CH:7]=[C:6]([CH3:8])[CH:5]=[C:4]([CH3:9])[C:3]=1[N:10]=[C:11]=[O:12].[NH2:13][C:14]1[CH:15]=[C:16]([C:35]2[CH:40]=[CH:39][C:38]([O:41][CH3:42])=[CH:37][CH:36]=2)[CH:17]=[CH:18][C:19]=1[C:20]([NH:22][C@@H:23]([CH:29]1[CH2:34][CH2:33][CH2:32][CH2:31][CH2:30]1)[C:24]1[NH:28][N:27]=[N:26][N:25]=1)=[O:21]. (3) Given the product [C:1]([O:7][C@H:8]([C@@H:30]([NH:38][C:39](=[O:58])[C@H:40]([CH2:54][C:55](=[O:57])[NH2:56])[NH:41][C:42]([C:44]1[CH:53]=[CH:52][C:51]2[C:46](=[CH:47][CH:48]=[CH:49][CH:50]=2)[N:45]=1)=[O:43])[CH2:31][C:32]1[CH:33]=[CH:34][CH:35]=[CH:36][CH:37]=1)[CH2:9][N:10]([CH2:23][C:24]1[CH:25]=[CH:26][CH:27]=[CH:28][CH:29]=1)[NH:11][C:12](=[O:22])[C@H:13]([CH:19]([CH3:20])[CH3:21])[NH:14][C:15]([O:17][CH3:18])=[O:16])(=[O:5])[CH2:2][CH2:3][CH3:4], predict the reactants needed to synthesize it. The reactants are: [C:1](Cl)(=[O:5])[CH2:2][CH2:3][CH3:4].[OH:7][C@H:8]([C@@H:30]([NH:38][C:39](=[O:58])[C@H:40]([CH2:54][C:55](=[O:57])[NH2:56])[NH:41][C:42]([C:44]1[CH:53]=[CH:52][C:51]2[C:46](=[CH:47][CH:48]=[CH:49][CH:50]=2)[N:45]=1)=[O:43])[CH2:31][C:32]1[CH:37]=[CH:36][CH:35]=[CH:34][CH:33]=1)[CH2:9][N:10]([CH2:23][C:24]1[CH:29]=[CH:28][CH:27]=[CH:26][CH:25]=1)[NH:11][C:12](=[O:22])[C@H:13]([CH:19]([CH3:21])[CH3:20])[NH:14][C:15]([O:17][CH3:18])=[O:16]. (4) Given the product [C:34]1([CH3:35])[CH:33]=[CH:32][CH:37]=[CH:36][C:12]=1[CH2:11][CH2:10][NH:13][C:14]([C:16]1[S:17][CH:18]=[CH:19][C:20]=1[NH:21][C:22]1[CH:27]=[CH:26][N:25]=[C:24]2[NH:28][CH:29]=[CH:30][C:23]=12)=[O:15], predict the reactants needed to synthesize it. The reactants are: C(OC(N1[CH2:12][CH2:11][CH:10]([NH:13][C:14]([C:16]2[S:17][CH:18]=[CH:19][C:20]=2[NH:21][C:22]2[CH:27]=[CH:26][N:25]=[C:24]3[NH:28][CH:29]=[CH:30][C:23]=23)=[O:15])C1)=O)(C)(C)C.C[C:32]1[CH:37]=[CH:36][CH:35]=[CH:34][C:33]=1CCN.